This data is from NCI-60 drug combinations with 297,098 pairs across 59 cell lines. The task is: Regression. Given two drug SMILES strings and cell line genomic features, predict the synergy score measuring deviation from expected non-interaction effect. (1) Drug 1: CC1C(C(CC(O1)OC2CC(OC(C2O)C)OC3=CC4=CC5=C(C(=O)C(C(C5)C(C(=O)C(C(C)O)O)OC)OC6CC(C(C(O6)C)O)OC7CC(C(C(O7)C)O)OC8CC(C(C(O8)C)O)(C)O)C(=C4C(=C3C)O)O)O)O. Drug 2: C1C(C(OC1N2C=NC(=NC2=O)N)CO)O. Cell line: NCIH23. Synergy scores: CSS=41.1, Synergy_ZIP=-2.24, Synergy_Bliss=-2.35, Synergy_Loewe=-0.396, Synergy_HSA=-0.308. (2) Drug 1: COC1=CC(=CC(=C1O)OC)C2C3C(COC3=O)C(C4=CC5=C(C=C24)OCO5)OC6C(C(C7C(O6)COC(O7)C8=CC=CS8)O)O. Drug 2: C1=CC(=CC=C1C#N)C(C2=CC=C(C=C2)C#N)N3C=NC=N3. Cell line: BT-549. Synergy scores: CSS=33.7, Synergy_ZIP=3.88, Synergy_Bliss=4.85, Synergy_Loewe=-16.4, Synergy_HSA=4.00. (3) Drug 1: CC1C(C(=O)NC(C(=O)N2CCCC2C(=O)N(CC(=O)N(C(C(=O)O1)C(C)C)C)C)C(C)C)NC(=O)C3=C4C(=C(C=C3)C)OC5=C(C(=O)C(=C(C5=N4)C(=O)NC6C(OC(=O)C(N(C(=O)CN(C(=O)C7CCCN7C(=O)C(NC6=O)C(C)C)C)C)C(C)C)C)N)C. Drug 2: CCN(CC)CCNC(=O)C1=C(NC(=C1C)C=C2C3=C(C=CC(=C3)F)NC2=O)C. Cell line: NCI/ADR-RES. Synergy scores: CSS=-1.90, Synergy_ZIP=3.97, Synergy_Bliss=4.15, Synergy_Loewe=1.03, Synergy_HSA=-0.106.